This data is from Reaction yield outcomes from USPTO patents with 853,638 reactions. The task is: Predict the reaction yield, written as a fraction of the theoretical maximum amount of product (1.0 means a 100% yield; for example, 0.34 means a 34% yield). (1) The reactants are [Cl:1][C:2]1[CH:12]=[C:11](Br)[CH:10]=[CH:9][C:3]=1[C:4]([O:6][CH2:7][CH3:8])=[O:5].[CH:14]([B-](F)(F)F)=[CH2:15].[K+].C([O-])([O-])=O.[K+].[K+]. The catalyst is CS(C)=O.O. The product is [Cl:1][C:2]1[CH:12]=[C:11]([CH:14]=[CH2:15])[CH:10]=[CH:9][C:3]=1[C:4]([O:6][CH2:7][CH3:8])=[O:5]. The yield is 0.690. (2) The reactants are [F:1][C:2]([F:27])([F:26])[C:3]1[CH:8]=[CH:7][C:6]([C:9]2[O:10][C:11]3[CH2:16][CH2:15][N:14]([C:17]4[N:24]=[CH:23]C=C[C:18]=4C#N)[CH2:13][C:12]=3[N:25]=2)=[CH:5][CH:4]=1.Cl[C:29]1C=NC=C[N:30]=1. No catalyst specified. The product is [N:24]1[CH:23]=[CH:29][N:30]=[CH:18][C:17]=1[N:14]1[CH2:15][CH2:16][C:11]2[O:10][C:9]([C:6]3[CH:5]=[CH:4][C:3]([C:2]([F:26])([F:1])[F:27])=[CH:8][CH:7]=3)=[N:25][C:12]=2[CH2:13]1. The yield is 0.100.